This data is from NCI-60 drug combinations with 297,098 pairs across 59 cell lines. The task is: Regression. Given two drug SMILES strings and cell line genomic features, predict the synergy score measuring deviation from expected non-interaction effect. (1) Cell line: HS 578T. Drug 2: C1CN(CCN1C(=O)CCBr)C(=O)CCBr. Drug 1: C1CC(=O)NC(=O)C1N2CC3=C(C2=O)C=CC=C3N. Synergy scores: CSS=7.00, Synergy_ZIP=-5.77, Synergy_Bliss=-0.301, Synergy_Loewe=-13.7, Synergy_HSA=0.179. (2) Drug 1: CC(C)NC(=O)C1=CC=C(C=C1)CNNC.Cl. Drug 2: CC1C(C(CC(O1)OC2CC(CC3=C2C(=C4C(=C3O)C(=O)C5=CC=CC=C5C4=O)O)(C(=O)C)O)N)O. Cell line: OVCAR-4. Synergy scores: CSS=22.8, Synergy_ZIP=-2.95, Synergy_Bliss=-2.67, Synergy_Loewe=-6.05, Synergy_HSA=0.546. (3) Drug 1: CCN(CC)CCNC(=O)C1=C(NC(=C1C)C=C2C3=C(C=CC(=C3)F)NC2=O)C. Drug 2: C(CCl)NC(=O)N(CCCl)N=O. Cell line: SK-OV-3. Synergy scores: CSS=3.22, Synergy_ZIP=-0.799, Synergy_Bliss=-1.40, Synergy_Loewe=-10.8, Synergy_HSA=-7.04. (4) Drug 1: CCC1(CC2CC(C3=C(CCN(C2)C1)C4=CC=CC=C4N3)(C5=C(C=C6C(=C5)C78CCN9C7C(C=CC9)(C(C(C8N6C=O)(C(=O)OC)O)OC(=O)C)CC)OC)C(=O)OC)O.OS(=O)(=O)O. Drug 2: C1CN1C2=NC(=NC(=N2)N3CC3)N4CC4. Cell line: BT-549. Synergy scores: CSS=17.4, Synergy_ZIP=0.442, Synergy_Bliss=-0.154, Synergy_Loewe=-1.03, Synergy_HSA=-0.367. (5) Drug 2: C1=NC2=C(N1)C(=S)N=CN2. Drug 1: C1CN1P(=S)(N2CC2)N3CC3. Cell line: SF-268. Synergy scores: CSS=40.7, Synergy_ZIP=-1.60, Synergy_Bliss=2.32, Synergy_Loewe=-8.26, Synergy_HSA=2.39.